This data is from Forward reaction prediction with 1.9M reactions from USPTO patents (1976-2016). The task is: Predict the product of the given reaction. Given the reactants CC(OI1(OC(C)=O)(OC(C)=O)OC(=O)C2C=CC=CC1=2)=O.[F:23][C:24]([F:63])([F:62])[C:25]1[CH:26]=[C:27]([CH:55]=[C:56]([C:58]([F:61])([F:60])[F:59])[CH:57]=1)[CH2:28][N:29]1[C:33]([N:34]2[CH2:39][CH2:38][CH:37]([OH:40])[CH2:36][CH2:35]2)=[C:32]([C:41]([N:43]2[CH2:47][CH2:46][CH2:45][C@@H:44]2[C:48]2[CH:53]=[CH:52][CH:51]=[CH:50][C:49]=2[Cl:54])=[O:42])[N:31]=[N:30]1, predict the reaction product. The product is: [F:61][C:58]([F:59])([F:60])[C:56]1[CH:55]=[C:27]([CH:26]=[C:25]([C:24]([F:23])([F:63])[F:62])[CH:57]=1)[CH2:28][N:29]1[C:33]([N:34]2[CH2:39][CH2:38][C:37](=[O:40])[CH2:36][CH2:35]2)=[C:32]([C:41]([N:43]2[CH2:47][CH2:46][CH2:45][C@@H:44]2[C:48]2[CH:53]=[CH:52][CH:51]=[CH:50][C:49]=2[Cl:54])=[O:42])[N:31]=[N:30]1.